This data is from Forward reaction prediction with 1.9M reactions from USPTO patents (1976-2016). The task is: Predict the product of the given reaction. (1) The product is: [F:29][C:27]1[CH:28]=[C:23]([C@@:5]2([CH3:22])[N:4]([CH2:1]/[CH:2]=[CH:3]/[C:76]3[CH:75]=[C:74]4[C:53](=[CH:52][CH:51]=3)[CH2:54][C:55]3([C:63]5[C:58](=[N:59][CH:60]=[CH:61][CH:62]=5)[N:57]([CH2:64][O:65][CH2:66][CH2:67][Si:68]([CH3:71])([CH3:69])[CH3:70])[C:56]3=[O:72])[CH2:73]4)[C:13](=[O:14])[C:8]3([CH2:12][CH2:11][CH2:10][CH2:9]3)[N:7]([C:15]([O:17][C:18]([CH3:21])([CH3:19])[CH3:20])=[O:16])[CH2:6]2)[CH:24]=[C:25]([F:30])[CH:26]=1. Given the reactants [CH2:1]([N:4]1[C:13](=[O:14])[C:8]2([CH2:12][CH2:11][CH2:10][CH2:9]2)[N:7]([C:15]([O:17][C:18]([CH3:21])([CH3:20])[CH3:19])=[O:16])[CH2:6][C@:5]1([C:23]1[CH:28]=[C:27]([F:29])[CH:26]=[C:25]([F:30])[CH:24]=1)[CH3:22])[CH:2]=[CH2:3].NC1C=C2C(=CC=1)C[C@]1(C3C(=NC=CC=3)NC1=O)C2.Br[C:51]1[CH:52]=[C:53]2[C:74](=[CH:75][CH:76]=1)[CH2:73][C:55]1([C:63]3[C:58](=[N:59][CH:60]=[CH:61][CH:62]=3)[N:57]([CH2:64][O:65][CH2:66][CH2:67][Si:68]([CH3:71])([CH3:70])[CH3:69])[C:56]1=[O:72])[CH2:54]2.NC1C=CC=CC=1.C([O-])(=O)C.[Na+], predict the reaction product. (2) Given the reactants [C:1]([N:9]1[CH2:22][CH2:21][C:20]2[C:19]3[CH:18]=[CH:17][C:16](Br)=[CH:15][C:14]=3[NH:13][C:12]=2[CH2:11][CH2:10]1)(=[O:8])[C:2]1[CH:7]=[CH:6][CH:5]=[CH:4][CH:3]=1.[C:24]1(B(O)O)[CH:29]=[CH:28][CH:27]=[CH:26][CH:25]=1.CCOC(C)=O.CCCCCCC, predict the reaction product. The product is: [C:1]([N:9]1[CH2:22][CH2:21][C:20]2[C:19]3[CH:18]=[CH:17][C:16]([C:24]4[CH:29]=[CH:28][CH:27]=[CH:26][CH:25]=4)=[CH:15][C:14]=3[NH:13][C:12]=2[CH2:11][CH2:10]1)(=[O:8])[C:2]1[CH:7]=[CH:6][CH:5]=[CH:4][CH:3]=1. (3) Given the reactants [Cl:1][C:2]1[CH:7]=[CH:6][C:5]([CH:8]([OH:21])[C:9]#[C:10][C:11]2[C:12]3[C:19]([CH3:20])=[CH:18][S:17][C:13]=3[N:14]=[CH:15][N:16]=2)=[CH:4][CH:3]=1.[SiH](CC)(CC)CC.C(O)(C(F)(F)F)=O, predict the reaction product. The product is: [Cl:1][C:2]1[CH:7]=[CH:6][C:5]([C:8](=[O:21])[CH2:9][CH2:10][C:11]2[C:12]3[C:19]([CH3:20])=[CH:18][S:17][C:13]=3[N:14]=[CH:15][N:16]=2)=[CH:4][CH:3]=1. (4) Given the reactants [F:1][C:2]([F:20])([F:19])[C:3]1[CH:8]=[CH:7][C:6]([C:9]2[CH:13]=[C:12]([CH2:14][CH2:15][CH2:16][CH2:17][OH:18])[O:11][N:10]=2)=[CH:5][CH:4]=1.O[C:22]1[CH:23]=[C:24]([CH2:28][CH2:29]C(OC)=O)[CH:25]=[CH:26][CH:27]=1.C1(P(C2C=CC=CC=2)C2C=CC=CC=2)C=CC=CC=1.N(C(OCC)=O)=N[C:55]([O:57]CC)=[O:56], predict the reaction product. The product is: [F:20][C:2]([F:1])([F:19])[C:3]1[CH:4]=[CH:5][C:6]([C:9]2[CH:13]=[C:12]([CH2:14][CH2:15][CH2:16][CH2:17][O:18][C:26]3[CH:25]=[C:24]([CH:28]([CH3:29])[C:55]([OH:57])=[O:56])[CH:23]=[CH:22][CH:27]=3)[O:11][N:10]=2)=[CH:7][CH:8]=1. (5) Given the reactants [CH2:1]([O:8][C:9]([NH:11][C@H:12]([C:16]([O:18][CH:19]1[CH2:24][CH2:23][CH:22]([C:25]([O:27]CC2C=CC(OC)=CC=2)=[O:26])[CH2:21][CH2:20]1)=[O:17])[CH:13]([CH3:15])[CH3:14])=[O:10])[C:2]1[CH:7]=[CH:6][CH:5]=[CH:4][CH:3]=1.FC(F)(F)C(O)=O, predict the reaction product. The product is: [CH2:1]([O:8][C:9]([NH:11][C@H:12]([C:16]([O:18][CH:19]1[CH2:24][CH2:23][CH:22]([C:25]([OH:27])=[O:26])[CH2:21][CH2:20]1)=[O:17])[CH:13]([CH3:15])[CH3:14])=[O:10])[C:2]1[CH:3]=[CH:4][CH:5]=[CH:6][CH:7]=1. (6) Given the reactants [CH:1]([C:3]1[C:4]([O:14][CH2:15][C:16]2[CH:41]=[CH:40][C:19]([O:20][CH2:21][C:22]3[N:23]=[C:24]([C:28]4[CH:33]=[CH:32][C:31]([CH2:34][C:35]([O:37][CH2:38][CH3:39])=[O:36])=[CH:30][CH:29]=4)[O:25][C:26]=3[CH3:27])=[C:18]([O:42][CH3:43])[CH:17]=2)=[N:5][N:6]([C:8]2[CH:13]=[CH:12][CH:11]=[CH:10][CH:9]=2)[CH:7]=1)=O.[Cl-].[CH:45]([C:48]1[S:49][CH:50]=[C:51]([CH2:53][P+](C2C=CC=CC=2)(C2C=CC=CC=2)C2C=CC=CC=2)[N:52]=1)([CH3:47])[CH3:46].C(=O)([O-])[O-].[K+].[K+].CN(C)C=O, predict the reaction product. The product is: [CH:45]([C:48]1[S:49][CH:50]=[C:51](/[CH:53]=[CH:1]\[C:3]2[C:4]([O:14][CH2:15][C:16]3[CH:41]=[CH:40][C:19]([O:20][CH2:21][C:22]4[N:23]=[C:24]([C:28]5[CH:33]=[CH:32][C:31]([CH2:34][C:35]([O:37][CH2:38][CH3:39])=[O:36])=[CH:30][CH:29]=5)[O:25][C:26]=4[CH3:27])=[C:18]([O:42][CH3:43])[CH:17]=3)=[N:5][N:6]([C:8]3[CH:9]=[CH:10][CH:11]=[CH:12][CH:13]=3)[CH:7]=2)[N:52]=1)([CH3:47])[CH3:46]. (7) Given the reactants [CH2:1]([C:3]1[CH:25]=[CH:24][CH:23]=[CH:22][C:4]=1[NH:5][C:6]1[C:15]2[C:10](=[CH:11][C:12]([OH:18])=[C:13]([O:16][CH3:17])[CH:14]=2)[N:9]=[CH:8][C:7]=1[C:19]([NH2:21])=[O:20])[CH3:2].[C:26]([O-:29])([O-])=O.[Cs+].[Cs+].Br[CH2:33][CH2:34]CBr, predict the reaction product. The product is: [CH2:1]([C:3]1[CH:25]=[CH:24][CH:23]=[CH:22][C:4]=1[NH:5][C:6]1[C:15]2[C:10](=[CH:11][C:12]([O:18][CH2:33][CH2:34][CH2:26][OH:29])=[C:13]([O:16][CH3:17])[CH:14]=2)[N:9]=[CH:8][C:7]=1[C:19]([NH2:21])=[O:20])[CH3:2]. (8) Given the reactants [Cl:1][C:2]1[CH:3]=[C:4]([CH2:8][O:9][C:10]2[CH:11]=[CH:12][C:13]([F:19])=[C:14]([CH:18]=2)[C:15]([OH:17])=O)[CH:5]=[CH:6][CH:7]=1.C(Cl)(=O)C(Cl)=O.C(N(CC)CC)C.Cl.[NH2:34][CH2:35][C:36]1[CH:45]=[CH:44][C:39]([C:40]([O:42][CH3:43])=[O:41])=[CH:38][CH:37]=1, predict the reaction product. The product is: [Cl:1][C:2]1[CH:3]=[C:4]([CH2:8][O:9][C:10]2[CH:11]=[CH:12][C:13]([F:19])=[C:14]([C:15]([NH:34][CH2:35][C:36]3[CH:37]=[CH:38][C:39]([C:40]([O:42][CH3:43])=[O:41])=[CH:44][CH:45]=3)=[O:17])[CH:18]=2)[CH:5]=[CH:6][CH:7]=1. (9) Given the reactants Br[C:2]1[N:3]=[CH:4][NH:5][CH:6]=1.[C:7]([C:9]1[CH:14]=[CH:13][CH:12]=[CH:11][CH:10]=1)#[CH:8], predict the reaction product. The product is: [C:9]1([C:7]#[C:8][C:2]2[N:3]=[CH:4][NH:5][CH:6]=2)[CH:14]=[CH:13][CH:12]=[CH:11][CH:10]=1.